This data is from Reaction yield outcomes from USPTO patents with 853,638 reactions. The task is: Predict the reaction yield, written as a fraction of the theoretical maximum amount of product (1.0 means a 100% yield; for example, 0.34 means a 34% yield). (1) The reactants are [Br:1][C:2]1[CH:3]=[C:4]([CH2:9][CH2:10][C:11](=[NH:13])[NH2:12])[CH:5]=[CH:6][C:7]=1[F:8].[OH:14]/[CH:15]=[C:16](/[CH2:21][C:22]1[CH:23]=[N:24][C:25]([O:28][CH3:29])=[N:26][CH:27]=1)\[C:17](OC)=O.C([O-])([O-])=O.[K+].[K+]. The catalyst is CN1C(=O)CCC1. The product is [Br:1][C:2]1[CH:3]=[C:4]([CH:5]=[CH:6][C:7]=1[F:8])[CH2:9][CH2:10][C:11]1[NH:12][CH:17]=[C:16]([CH2:21][C:22]2[CH:23]=[N:24][C:25]([O:28][CH3:29])=[N:26][CH:27]=2)[C:15](=[O:14])[N:13]=1. The yield is 0.406. (2) The reactants are [Li]CCCC.[CH3:6][N:7]1[CH:11]=[CH:10][N:9]=[CH:8]1.[NH2:12][C:13]1[CH:21]=[CH:20][C:19]([Cl:22])=[CH:18][C:14]=1[C:15](O)=[O:16].[NH4+].[Cl-]. The catalyst is CCCCCC.CCOCC. The product is [NH2:12][C:13]1[CH:21]=[CH:20][C:19]([Cl:22])=[CH:18][C:14]=1[C:15]([C:8]1[N:7]([CH3:6])[CH:11]=[CH:10][N:9]=1)=[O:16]. The yield is 0.137. (3) The reactants are COC(=O)CC[C:6]1C=C[S:8][CH:7]=1.[Br:12][C:13]1[CH:20]=[CH:19][C:16]([CH2:17]Br)=[CH:15][CH:14]=1.[C:21]([O-:24])([O-])=[O:22].[Cs+].[Cs+].[CH3:27]N(C=O)C. No catalyst specified. The product is [CH3:27][O:24][C:21](=[O:22])[CH2:6][CH2:7][S:8][CH2:17][C:16]1[CH:19]=[CH:20][C:13]([Br:12])=[CH:14][CH:15]=1. The yield is 0.870. (4) The catalyst is O. The yield is 0.570. The reactants are [CH2:1]([O:8][C:9]1[CH:14]=[CH:13][C:12]([CH2:15][C:16](Cl)=[N:17][OH:18])=[CH:11][CH:10]=1)[C:2]1[CH:7]=[CH:6][CH:5]=[CH:4][CH:3]=1.O1CCCC1.[C:25]([C:27]1[CH:28]=[CH:29][C:30]([NH2:34])=[N:31][C:32]=1[CH3:33])#[CH:26].C(N(CC)CC)C. The product is [CH2:1]([O:8][C:9]1[CH:14]=[CH:13][C:12]([CH2:15][C:16]2[CH:26]=[C:25]([C:27]3[CH:28]=[CH:29][C:30]([NH2:34])=[N:31][C:32]=3[CH3:33])[O:18][N:17]=2)=[CH:11][CH:10]=1)[C:2]1[CH:7]=[CH:6][CH:5]=[CH:4][CH:3]=1. (5) The reactants are [F:1][C:2]([F:20])([F:19])[C:3]1[CH:4]=[C:5]([CH:16]=[CH:17][CH:18]=1)[O:6][C:7]1[CH:8]=[C:9]([CH:13]=[CH:14][CH:15]=1)[C:10]([OH:12])=[O:11].CO.[CH3:23][Si](C=[N+]=[N-])(C)C.C(O)(=O)C. The catalyst is C(#N)C. The product is [F:1][C:2]([F:19])([F:20])[C:3]1[CH:4]=[C:5]([CH:16]=[CH:17][CH:18]=1)[O:6][C:7]1[CH:8]=[C:9]([CH:13]=[CH:14][CH:15]=1)[C:10]([O:12][CH3:23])=[O:11]. The yield is 0.920. (6) The reactants are [Cl:1][C:2]1[CH:7]=[CH:6][C:5]([N:8]([C@H:12]2[C:21]3[C:16](=[CH:17][CH:18]=[CH:19][CH:20]=3)[N:15]([C:22](=[O:31])[C:23]3[CH:28]=[CH:27][C:26]([F:29])=[C:25]([OH:30])[CH:24]=3)[C@@H:14]([CH3:32])[CH2:13]2)[C:9](=[O:11])[CH3:10])=[CH:4][CH:3]=1.C([O-])([O-])=O.[Cs+].[Cs+].Br[CH2:40][CH2:41][C:42]([CH3:48])([CH3:47])[C:43]([O:45][CH3:46])=[O:44]. The catalyst is CN(C=O)C. The product is [C:9]([N:8]([C:5]1[CH:4]=[CH:3][C:2]([Cl:1])=[CH:7][CH:6]=1)[C@H:12]1[C:21]2[C:16](=[CH:17][CH:18]=[CH:19][CH:20]=2)[N:15]([C:22]([C:23]2[CH:28]=[CH:27][C:26]([F:29])=[C:25]([CH:24]=2)[O:30][CH2:40][CH2:41][C:42]([CH3:48])([CH3:47])[C:43]([O:45][CH3:46])=[O:44])=[O:31])[C@@H:14]([CH3:32])[CH2:13]1)(=[O:11])[CH3:10]. The yield is 0.520. (7) The reactants are [CH3:1][C:2]1[CH:11]=[C:10]([OH:12])[C:9]2[C:4](=[CH:5][CH:6]=[CH:7][CH:8]=2)[N:3]=1.Br[CH2:14][C:15]1[CH:20]=[CH:19][C:18]([B:21]2[O:25][C:24]([CH3:27])([CH3:26])[C:23]([CH3:29])([CH3:28])[O:22]2)=[CH:17][CH:16]=1. No catalyst specified. The product is [CH3:1][C:2]1[CH:11]=[C:10]([O:12][CH2:14][C:15]2[CH:16]=[CH:17][C:18]([B:21]3[O:22][C:23]([CH3:29])([CH3:28])[C:24]([CH3:27])([CH3:26])[O:25]3)=[CH:19][CH:20]=2)[C:9]2[C:4](=[CH:5][CH:6]=[CH:7][CH:8]=2)[N:3]=1. The yield is 0.280.